Predict the product of the given reaction. From a dataset of Forward reaction prediction with 1.9M reactions from USPTO patents (1976-2016). (1) Given the reactants [CH3:1][N:2]([CH3:30])[C:3]([O:5][C:6]1(O)[CH:15]=[CH:14][C:13]2[CH:12]([CH2:16][C:17](OCC)=[O:18])[N:11]([C:22]([O:24][C:25]([CH3:28])([CH3:27])[CH3:26])=[O:23])[CH2:10][CH2:9][C:8]=2[CH2:7]1)=[O:4].[H-].[Al+3].[Li+].[H-].[H-].[H-].O.[OH-].[Na+], predict the reaction product. The product is: [CH3:30][N:2]([CH3:1])[C:3]([O:5][C:6]1[CH:7]=[C:8]2[C:13](=[CH:14][CH:15]=1)[CH:12]([CH2:16][CH2:17][OH:18])[N:11]([C:22]([O:24][C:25]([CH3:27])([CH3:26])[CH3:28])=[O:23])[CH2:10][CH2:9]2)=[O:4]. (2) Given the reactants [Cl:1][C:2]1[N:3]=[CH:4][C:5]2[NH:11][C:10](=[O:12])[C:9]([Cl:14])([Cl:13])[CH2:8][N:7]([CH:15]3[CH2:19][CH2:18][CH2:17][CH2:16]3)[C:6]=2[N:20]=1.[C:21](=O)([O-])[O-].[Cs+].[Cs+].IC, predict the reaction product. The product is: [Cl:1][C:2]1[N:3]=[CH:4][C:5]2[N:11]([CH3:21])[C:10](=[O:12])[C:9]([Cl:14])([Cl:13])[CH2:8][N:7]([CH:15]3[CH2:19][CH2:18][CH2:17][CH2:16]3)[C:6]=2[N:20]=1.